This data is from Forward reaction prediction with 1.9M reactions from USPTO patents (1976-2016). The task is: Predict the product of the given reaction. (1) Given the reactants [N:1]1C=CC=C[CH:2]=1.Cl[C:8]1[CH:16]=[CH:15][C:11]([C:12]([OH:14])=[O:13])=[CH:10][N:9]=1.CN.Cl, predict the reaction product. The product is: [CH3:2][NH:1][C:8]1[CH:16]=[CH:15][C:11]([C:12]([OH:14])=[O:13])=[CH:10][N:9]=1. (2) The product is: [Br:1][C:2]1[CH:8]=[CH:7][C:6]([Br:9])=[CH:5][C:3]=1[I:14]. Given the reactants [Br:1][C:2]1[CH:8]=[CH:7][C:6]([Br:9])=[CH:5][C:3]=1N.N([O-])=O.[Na+].[I-:14].[K+].S([O-])(O)=O.[Na+], predict the reaction product. (3) Given the reactants F[C:2]1[CH:3]=[CH:4][C:5]([N+:12]([O-:14])=[O:13])=[C:6]([C:8]([F:11])([F:10])[F:9])[CH:7]=1.[NH2:15][C@H:16]1[CH2:21][CH2:20][C@H:19]([C:22]([OH:24])=[O:23])[CH2:18][CH2:17]1, predict the reaction product. The product is: [N+:12]([C:5]1[CH:4]=[CH:3][C:2]([NH:15][C@H:16]2[CH2:21][CH2:20][C@H:19]([C:22]([OH:24])=[O:23])[CH2:18][CH2:17]2)=[CH:7][C:6]=1[C:8]([F:11])([F:10])[F:9])([O-:14])=[O:13]. (4) Given the reactants Cl.Cl.[CH:3]1([CH2:13][N:14]2[CH2:19][CH2:18][CH:17]([NH:20][C:21]([C:23]3[NH:24][C:25]4[C:30]([CH:31]=3)=[C:29]([O:32][CH2:33][CH:34]([CH3:36])[CH3:35])[CH:28]=[CH:27][CH:26]=4)=[O:22])[CH2:16][CH2:15]2)[CH:12]2[N:7]([CH2:8]CCC2)[CH2:6][CH2:5][CH2:4]1.CN1CCCC(CO)C1, predict the reaction product. The product is: [CH3:8][N:7]1[CH2:6][CH2:5][CH2:4][CH:3]([CH2:13][N:14]2[CH2:15][CH2:16][CH:17]([NH:20][C:21]([C:23]3[NH:24][C:25]4[C:30]([CH:31]=3)=[C:29]([O:32][CH2:33][CH:34]([CH3:36])[CH3:35])[CH:28]=[CH:27][CH:26]=4)=[O:22])[CH2:18][CH2:19]2)[CH2:12]1. (5) The product is: [C:5]1(=[O:34])[NH:6][CH2:23][CH2:22][CH2:12][CH2:11][CH2:10][CH2:9][CH2:8][CH2:7][CH2:2][CH2:3][CH2:4]1. Given the reactants N[CH2:2][CH2:3][CH2:4][CH2:5][NH2:6].[C:7](O)(=O)[CH2:8][CH2:9][CH2:10][CH2:11][C:12](O)=O.NCCCC[CH2:22][CH2:23]N.C(O)(=O)CCCCCCCC(O)=[O:34].C(O)(=O)CCCCCCCCC(O)=O.C(C(O)=O)(C(O)=O)CCCCCCCCC.C(C(O)=O)(C(O)=O)CCCCCCCCCC.C(N)CCCCCCCCCCCN.NCCCCCCCCCCCCCN.C(O)(=O)C1C=CC(C(O)=O)=CC=1.C1(CN)C=CC=C(CN)C=1.C(O)(=O)C1C=CC=C(C(O)=O)C=1.CNCCCCCCN(C)C, predict the reaction product. (6) Given the reactants C([O:3][C:4](=O)[CH2:5][N:6]([C:15]1[CH:16]=[CH:17][CH:18]=[C:19]2[C:23]=1[NH:22][C:21]([C:24]1[S:25][CH:26]([CH2:29][N:30]3[CH2:35][CH2:34][O:33][CH2:32][CH2:31]3)[CH2:27][N:28]=1)=[CH:20]2)[S:7]([C:10]1[S:11][CH:12]=[CH:13][CH:14]=1)(=[O:9])=[O:8])C.[BH4-].[Li+].Cl, predict the reaction product. The product is: [OH:3][CH2:4][CH2:5][N:6]([C:15]1[CH:16]=[CH:17][CH:18]=[C:19]2[C:23]=1[NH:22][C:21]([C:24]1[S:25][CH:26]([CH2:29][N:30]3[CH2:35][CH2:34][O:33][CH2:32][CH2:31]3)[CH2:27][N:28]=1)=[CH:20]2)[S:7]([C:10]1[S:11][CH:12]=[CH:13][CH:14]=1)(=[O:8])=[O:9]. (7) Given the reactants [OH:1][CH2:2][CH2:3][N:4]1[CH2:9][CH2:8][N:7]([C:10]2[CH:15]=[CH:14][C:13]([NH:16][C:17]3[N:22]=[CH:21][C:20]([CH2:23][CH2:24][C:25]4[CH:26]=[C:27]([CH:31]=[C:32]([O:34][CH3:35])[CH:33]=4)[C:28]([OH:30])=O)=[CH:19][N:18]=3)=[CH:12][CH:11]=2)[CH2:6][CH2:5]1.[CH3:36][O:37][NH2:38].CN(C(ON1N=NC2C=CC=NC1=2)=[N+](C)C)C.F[P-](F)(F)(F)(F)F.CCN(C(C)C)C(C)C, predict the reaction product. The product is: [OH:1][CH2:2][CH2:3][N:4]1[CH2:9][CH2:8][N:7]([C:10]2[CH:11]=[CH:12][C:13]([NH:16][C:17]3[N:18]=[CH:19][C:20]([CH2:23][CH2:24][C:25]4[CH:26]=[C:27]([CH:31]=[C:32]([O:34][CH3:35])[CH:33]=4)[C:28]([NH:38][O:37][CH3:36])=[O:30])=[CH:21][N:22]=3)=[CH:14][CH:15]=2)[CH2:6][CH2:5]1.